This data is from TCR-epitope binding with 47,182 pairs between 192 epitopes and 23,139 TCRs. The task is: Binary Classification. Given a T-cell receptor sequence (or CDR3 region) and an epitope sequence, predict whether binding occurs between them. (1) The epitope is CINGVCWTV. The TCR CDR3 sequence is CASSQDLASWANIQYF. Result: 0 (the TCR does not bind to the epitope). (2) The epitope is QECVRGTTVL. The TCR CDR3 sequence is CSASSYGQYNSPLHF. Result: 0 (the TCR does not bind to the epitope). (3) The epitope is LPRRSGAAGA. The TCR CDR3 sequence is CASSQVGGDEQFF. Result: 1 (the TCR binds to the epitope).